From a dataset of CYP2C9 inhibition data for predicting drug metabolism from PubChem BioAssay. Regression/Classification. Given a drug SMILES string, predict its absorption, distribution, metabolism, or excretion properties. Task type varies by dataset: regression for continuous measurements (e.g., permeability, clearance, half-life) or binary classification for categorical outcomes (e.g., BBB penetration, CYP inhibition). Dataset: cyp2c9_veith. The molecule is CCC/C=C(\CCC)C(NC(=O)c1cccs1)c1ccc(C(=O)OC)cc1. The result is 1 (inhibitor).